Dataset: hERG potassium channel inhibition data for cardiac toxicity prediction from Karim et al.. Task: Regression/Classification. Given a drug SMILES string, predict its toxicity properties. Task type varies by dataset: regression for continuous values (e.g., LD50, hERG inhibition percentage) or binary classification for toxic/non-toxic outcomes (e.g., AMES mutagenicity, cardiotoxicity, hepatotoxicity). Dataset: herg_karim. (1) The molecule is N#Cc1c(C2CCNCC2)cc(-c2c(O)cccc2OCC2CC2)nc1N. The result is 0 (non-blocker). (2) The molecule is CN(CC(=O)N(C)C)Cc1ccc2c(c1)CC[C@H](N(C)C(=O)c1ccc(-c3ccc(F)cc3)cc1)C2. The result is 1 (blocker). (3) The drug is O=C(O)C12CC1CN(C1CCC3(Cc4ccccc4Cc4ccccc43)C1)C2. The result is 0 (non-blocker). (4) The compound is COc1ncc(-c2ccc3nccc(-c4ccnnc4)c3c2)cc1NS(=O)(=O)c1ccc(F)cc1F. The result is 0 (non-blocker). (5) The molecule is O=C(CNCC1(O)CCCC1)N1CCc2ccccc2C1C1CCCCC1. The result is 0 (non-blocker).